Dataset: Reaction yield outcomes from USPTO patents with 853,638 reactions. Task: Predict the reaction yield, written as a fraction of the theoretical maximum amount of product (1.0 means a 100% yield; for example, 0.34 means a 34% yield). (1) The reactants are [Br:1][C:2]1[CH:3]=[C:4]2[C:9](=[CH:10][CH:11]=1)[C:8](=[O:12])[NH:7][C:6](=[O:13])[C:5]2=[CH:14]OC.Cl.[NH2:18][CH2:19][C:20]1[CH:25]=[CH:24][C:23]([OH:26])=[C:22]([OH:27])[C:21]=1[OH:28].CCN(CC)CC. The catalyst is CN(C)C=O. The product is [Br:1][C:2]1[CH:3]=[C:4]2[C:9](=[CH:10][CH:11]=1)[C:8](=[O:12])[NH:7][C:6](=[O:13])[C:5]2=[CH:14][NH:18][CH2:19][C:20]1[CH:25]=[CH:24][C:23]([OH:26])=[C:22]([OH:27])[C:21]=1[OH:28]. The yield is 0.289. (2) The reactants are Br[C:2]1[CH:3]=[C:4]([C:16]([O:18][CH3:19])=[O:17])[C:5]2[CH:6]=[N:7][N:8]([CH:11]3[CH2:15][CH2:14][CH2:13][CH2:12]3)[C:9]=2[CH:10]=1.[OH:20][C:21]1[CH:26]=[CH:25][C:24](B(O)O)=[CH:23][CH:22]=1.C([O-])([O-])=O.[Na+].[Na+].CO. The catalyst is O1CCOCC1.C(Cl)Cl.C1C=CC([P]([Pd]([P](C2C=CC=CC=2)(C2C=CC=CC=2)C2C=CC=CC=2)([P](C2C=CC=CC=2)(C2C=CC=CC=2)C2C=CC=CC=2)[P](C2C=CC=CC=2)(C2C=CC=CC=2)C2C=CC=CC=2)(C2C=CC=CC=2)C2C=CC=CC=2)=CC=1. The product is [CH:11]1([N:8]2[C:9]3[CH:10]=[C:2]([C:24]4[CH:25]=[CH:26][C:21]([OH:20])=[CH:22][CH:23]=4)[CH:3]=[C:4]([C:16]([O:18][CH3:19])=[O:17])[C:5]=3[CH:6]=[N:7]2)[CH2:15][CH2:14][CH2:13][CH2:12]1. The yield is 0.710. (3) The reactants are [C:1]([O:5][C:6](=[O:20])[NH:7][C:8]1[C:9]([C:13]2[CH:18]=[CH:17][C:16]([OH:19])=[CH:15][CH:14]=2)=[N:10][O:11][CH:12]=1)([CH3:4])([CH3:3])[CH3:2].C([O-])([O-])=O.[K+].[K+].Br[CH2:28][C:29]([C:31]1[CH:36]=[CH:35][CH:34]=[CH:33][CH:32]=1)=[O:30].O.C(OCC)(=O)C. The catalyst is [I-].C([N+](CCCC)(CCCC)CCCC)CCC.CN(C=O)C. The product is [C:1]([O:5][C:6](=[O:20])[NH:7][C:8]1[C:9]([C:13]2[CH:14]=[CH:15][C:16]([O:19][CH2:28][C:29](=[O:30])[C:31]3[CH:36]=[CH:35][CH:34]=[CH:33][CH:32]=3)=[CH:17][CH:18]=2)=[N:10][O:11][CH:12]=1)([CH3:4])([CH3:2])[CH3:3]. The yield is 0.980. (4) The reactants are [Cl:1][C:2]1[CH:3]=[CH:4][C:5]([NH:18][CH2:19][CH:20]2[CH2:25][CH2:24][NH:23][CH2:22][CH2:21]2)=[C:6]([CH:17]=1)[C:7]([NH:9][C:10]1[CH:15]=[CH:14][C:13]([F:16])=[CH:12][N:11]=1)=[O:8].C([BH3-])#N.[Na+].[CH3:30][C:31]([CH3:33])=O. The catalyst is CO.C(O)(=O)C. The product is [Cl:1][C:2]1[CH:3]=[CH:4][C:5]([NH:18][CH2:19][CH:20]2[CH2:21][CH2:22][N:23]([CH:31]([CH3:33])[CH3:30])[CH2:24][CH2:25]2)=[C:6]([CH:17]=1)[C:7]([NH:9][C:10]1[CH:15]=[CH:14][C:13]([F:16])=[CH:12][N:11]=1)=[O:8]. The yield is 0.210. (5) The reactants are [NH2:1][C:2]1[C:3]([CH3:18])=[CH:4][C:5]([O:8][CH:9]([C:14]([F:17])([F:16])[F:15])[C:10]([F:13])([F:12])[F:11])=[N:6][CH:7]=1.CN(C)C=O.[Cl:24]N1C(=O)CCC1=O. The catalyst is O. The product is [NH2:1][C:2]1[C:7]([Cl:24])=[N:6][C:5]([O:8][CH:9]([C:10]([F:11])([F:12])[F:13])[C:14]([F:17])([F:15])[F:16])=[CH:4][C:3]=1[CH3:18]. The yield is 0.440. (6) The yield is 0.960. The catalyst is ClCCl. The product is [NH:8]1[CH2:9][CH2:10][CH:11]([NH:14][C:15]2[CH:20]=[CH:19][C:18]([C:21]#[N:22])=[CH:17][N:16]=2)[CH2:12][CH2:13]1. The reactants are C(OC([N:8]1[CH2:13][CH2:12][CH:11]([NH:14][C:15]2[CH:20]=[CH:19][C:18]([C:21]#[N:22])=[CH:17][N:16]=2)[CH2:10][CH2:9]1)=O)(C)(C)C.FC(F)(F)C(O)=O.